This data is from Forward reaction prediction with 1.9M reactions from USPTO patents (1976-2016). The task is: Predict the product of the given reaction. (1) Given the reactants [Cl:1][C:2]1[C:3]([F:28])=[C:4]([CH:8]2[C:12]([C:15]3[CH:20]=[CH:19][C:18]([Cl:21])=[CH:17][C:16]=3[F:22])([C:13]#[N:14])[CH:11]([CH2:23][C:24]([CH3:27])([CH3:26])[CH3:25])[CH2:10][NH:9]2)[CH:5]=[CH:6][CH:7]=1.[Cl:29][C:30]1[N:35]=[CH:34][C:33]([S:36](Cl)(=[O:38])=[O:37])=[CH:32][CH:31]=1, predict the reaction product. The product is: [Cl:1][C:2]1[C:3]([F:28])=[C:4]([CH:8]2[C:12]([C:15]3[CH:20]=[CH:19][C:18]([Cl:21])=[CH:17][C:16]=3[F:22])([C:13]#[N:14])[CH:11]([CH2:23][C:24]([CH3:25])([CH3:27])[CH3:26])[CH2:10][N:9]2[S:36]([C:33]2[CH:34]=[N:35][C:30]([Cl:29])=[CH:31][CH:32]=2)(=[O:38])=[O:37])[CH:5]=[CH:6][CH:7]=1. (2) Given the reactants [NH2:1][C@H:2]([C:15]([NH:17][C@H:18]([C:23]([O:25][CH2:26][C:27]1[CH:32]=[CH:31][CH:30]=[CH:29][CH:28]=1)=[O:24])[CH2:19][CH:20]([CH3:22])[CH3:21])=[O:16])[CH2:3][C:4]1[CH:9]=[CH:8][C:7]([O:10][C:11]([CH3:14])([CH3:13])[CH3:12])=[CH:6][CH:5]=1.C1C=CC2N(O)N=NC=2C=1.[NH:43](C(OCC1C2C(=CC=CC=2)C2C1=CC=CC=2)=O)[C@H:44]([C:54](O)=[O:55])[CH2:45][CH2:46][C:47](=[O:53])[O:48][C:49]([CH3:52])([CH3:51])[CH3:50].CCN=C=NCCCN(C)C.Cl.C(O)(=O)C(CC(O)=O)S.C1CCN2C(=NCCC2)CC1.S(O)(C)(=O)=O, predict the reaction product. The product is: [NH2:43][C@H:44]([C:54]([NH:1][C@H:2]([C:15]([NH:17][C@H:18]([C:23]([O:25][CH2:26][C:27]1[CH:28]=[CH:29][CH:30]=[CH:31][CH:32]=1)=[O:24])[CH2:19][CH:20]([CH3:22])[CH3:21])=[O:16])[CH2:3][C:4]1[CH:5]=[CH:6][C:7]([O:10][C:11]([CH3:13])([CH3:14])[CH3:12])=[CH:8][CH:9]=1)=[O:55])[CH2:45][CH2:46][C:47](=[O:53])[O:48][C:49]([CH3:51])([CH3:52])[CH3:50]. (3) Given the reactants C[O:2][C:3]([C:5]1[C:6]2[CH:21]=[N:20][N:19]([CH2:22][C:23]3[CH:28]=[CH:27][C:26]([O:29][CH3:30])=[CH:25][CH:24]=3)[C:7]=2[N:8]=[C:9](OS(C(F)(F)F)(=O)=O)[CH:10]=1)=[O:4].[OH:31][C:32]1[CH:37]=[CH:36][C:35](B(O)O)=[CH:34][CH:33]=1.C(=O)([O-])[O-].[Cs+].[Cs+].[OH-].[K+], predict the reaction product. The product is: [OH:31][C:32]1[CH:37]=[CH:36][C:35]([C:9]2[CH:10]=[C:5]([C:3]([OH:2])=[O:4])[C:6]3[CH:21]=[N:20][N:19]([CH2:22][C:23]4[CH:28]=[CH:27][C:26]([O:29][CH3:30])=[CH:25][CH:24]=4)[C:7]=3[N:8]=2)=[CH:34][CH:33]=1.